This data is from Full USPTO retrosynthesis dataset with 1.9M reactions from patents (1976-2016). The task is: Predict the reactants needed to synthesize the given product. (1) Given the product [CH:51]1([C@H:46]([NH:45][C:44]([C@@H:40]([NH:39][C:38]([C@@H:15]2[CH2:16][C@H:17]([O:19][C:20]3[C:29]4[C:24](=[CH:25][C:26]([O:30][CH3:31])=[CH:27][CH:28]=4)[N:23]=[C:22]([C:32]4[CH:33]=[CH:34][CH:35]=[CH:36][CH:37]=4)[CH:21]=3)[CH2:18][C@H:14]2[C:12]([NH:11][C@@H:7]([CH2:8][CH2:9][CH3:10])[C:6]([OH:59])=[O:5])=[O:13])=[O:58])[CH:41]([CH3:42])[CH3:43])=[O:57])[C:47]([O:49][CH3:50])=[O:48])[CH2:56][CH2:55][CH2:54][CH2:53][CH2:52]1, predict the reactants needed to synthesize it. The reactants are: C([O:5][C:6](=[O:59])[C@@H:7]([NH:11][C:12]([C@@H:14]1[CH2:18][C@@H:17]([O:19][C:20]2[C:29]3[C:24](=[CH:25][C:26]([O:30][CH3:31])=[CH:27][CH:28]=3)[N:23]=[C:22]([C:32]3[CH:37]=[CH:36][CH:35]=[CH:34][CH:33]=3)[CH:21]=2)[CH2:16][C@H:15]1[C:38](=[O:58])[NH:39][C@H:40]([C:44](=[O:57])[NH:45][C@@H:46]([CH:51]1[CH2:56][CH2:55][CH2:54][CH2:53][CH2:52]1)[C:47]([O:49][CH3:50])=[O:48])[CH:41]([CH3:43])[CH3:42])=[O:13])[CH2:8][CH2:9][CH3:10])(C)(C)C.C([SiH](CC)CC)C. (2) Given the product [N:1]12[CH2:8][CH2:7][CH:4]([CH2:5][CH2:6]1)[CH:3]([NH:9][C:10]([NH:12][C:13]([C:16]1[CH:17]=[C:18]([C:23]3[CH:28]=[CH:27][CH:26]=[CH:25][CH:24]=3)[CH:19]=[CH:20][CH:21]=1)([CH3:15])[CH3:14])=[O:11])[CH2:2]2, predict the reactants needed to synthesize it. The reactants are: [N:1]12[CH2:8][CH2:7][CH:4]([CH2:5][CH2:6]1)[CH:3]([NH:9][C:10]([NH:12][C:13]([C:16]1[CH:21]=[CH:20][CH:19]=[C:18](Br)[CH:17]=1)([CH3:15])[CH3:14])=[O:11])[CH2:2]2.[C:23]1(B(O)O)[CH:28]=[CH:27][CH:26]=[CH:25][CH:24]=1. (3) Given the product [O:18]1[CH:19]=[CH:20][CH:21]=[C:17]1[C:10]1[C:11]2[S:16][CH:15]=[CH:14][C:12]=2[N:13]=[C:8]([NH2:7])[N:9]=1, predict the reactants needed to synthesize it. The reactants are: COC1C=C(C=CC=1OC)C[NH:7][C:8]1[N:9]=[C:10]([C:17]2[O:18][CH:19]=[CH:20][CH:21]=2)[C:11]2[S:16][CH:15]=[CH:14][C:12]=2[N:13]=1.C([O-])(O)=O.[Na+]. (4) The reactants are: [Cl:1][C:2]1[CH:7]=[CH:6][C:5]([OH:8])=[CH:4][N:3]=1.[F:9][C:10]1[CH:11]=[C:12](B(O)O)[CH:13]=[CH:14][C:15]=1[F:16].C(N(CC)CC)C. Given the product [Cl:1][C:2]1[CH:7]=[CH:6][C:5]([O:8][C:13]2[CH:12]=[CH:11][C:10]([F:9])=[C:15]([F:16])[CH:14]=2)=[CH:4][N:3]=1, predict the reactants needed to synthesize it. (5) Given the product [C:47]([NH:46][C:3]1[CH:4]=[CH:5][C:6]([C:8]2[CH:17]=[CH:16][C:15]3[C:10](=[CH:11][CH:12]=[C:13]([C:18]4[N:22]([CH:23]5[CH2:28][CH2:27][CH2:26][CH2:25][CH2:24]5)[C:21]5[CH:29]=[CH:30][C:31]([C:33]([OH:35])=[O:34])=[CH:32][C:20]=5[N:19]=4)[CH:14]=3)[N:9]=2)=[CH:7][CH:2]=1)(=[O:49])[CH3:48], predict the reactants needed to synthesize it. The reactants are: Br[C:2]1[CH:3]=[CH:4][C:5](O)=[C:6]([C:8]2[CH:17]=[CH:16][C:15]3[C:10](=[CH:11][CH:12]=[C:13]([C:18]4[N:22]([CH:23]5[CH2:28][CH2:27][CH2:26][CH2:25][CH2:24]5)[C:21]5[CH:29]=[CH:30][C:31]([C:33]([OH:35])=[O:34])=[CH:32][C:20]=5[N:19]=4)[CH:14]=3)[N:9]=2)[CH:7]=1.C(C1C=CC([NH:46][C:47](=[O:49])[CH3:48])=CC=1)(=O)C.[OH-].[K+]. (6) The reactants are: Br[C:2]1[CH:7]=[CH:6][C:5]([C:8]2[NH:12][C:11]([C@@H:13]3[CH2:25][N:23]4[C:24]5[CH:16]([C@@H:17]([NH:26][C:27](=[O:30])[O:28][CH3:29])[CH2:18][CH2:19][C:20]=5[CH:21]=[CH:22]4)[C:15](=[O:31])[CH2:14]3)=[N:10][CH:9]=2)=[CH:4][CH:3]=1.CC1(C)C(C)(C)OB([C:40]2[CH:45]=[CH:44][C:43]([C:46]3[NH:47][C:48]([C@@H:51]4[CH2:55][CH2:54][CH2:53][N:52]4[C:56]([O:58][C:59]([CH3:62])([CH3:61])[CH3:60])=[O:57])=[N:49][N:50]=3)=[CH:42][CH:41]=2)O1.C(=O)([O-])[O-].[Na+].[Na+].CN(C=O)C. Given the product [CH3:29][O:28][C:27]([NH:26][C@@H:17]1[CH:16]2[C:15](=[O:31])[CH2:14][C@H:13]([C:11]3[NH:12][C:8]([C:5]4[CH:4]=[CH:3][C:2]([C:40]5[CH:41]=[CH:42][C:43]([C:46]6[NH:47][C:48]([C@@H:51]7[CH2:55][CH2:54][CH2:53][N:52]7[C:56]([O:58][C:59]([CH3:62])([CH3:61])[CH3:60])=[O:57])=[N:49][N:50]=6)=[CH:44][CH:45]=5)=[CH:7][CH:6]=4)=[CH:9][N:10]=3)[CH2:25][N:23]3[C:24]2=[C:20]([CH:21]=[CH:22]3)[CH2:19][CH2:18]1)=[O:30], predict the reactants needed to synthesize it. (7) Given the product [Cl:1][C:2]1[CH:3]=[C:4]([CH:21]=[CH:22][CH:23]=1)[O:5][CH2:6][C@H:7]([O:20][CH:35]1[CH2:34][CH2:33][CH2:32][CH2:31][O:43]1)[CH2:8][CH2:9][C@@H:10]1[C@@H:17]2[C@@H:13]([O:14][C:15](=[O:18])[CH2:16]2)[CH2:12][C@H:11]1[O:19][CH:29]1[CH2:28][CH2:27][CH2:26][CH2:25][O:24]1, predict the reactants needed to synthesize it. The reactants are: [Cl:1][C:2]1[CH:3]=[C:4]([CH:21]=[CH:22][CH:23]=1)[O:5][CH2:6][C@H:7]([OH:20])[CH2:8][CH2:9][C@@H:10]1[C@@H:17]2[C@@H:13]([O:14][C:15](=[O:18])[CH2:16]2)[CH2:12][C@H:11]1[OH:19].[O:24]1[CH:29]=[CH:28][CH2:27][CH2:26][CH2:25]1.O.[C:31]1(C)C=[CH:35][C:34](S(O)(=O)=O)=[CH:33][CH:32]=1.C([O-])(O)=[O:43].[Na+]. (8) Given the product [Cl:1][C:2]1[CH:7]=[C:6]([C:8]([F:10])([F:11])[F:9])[CH:5]=[CH:4][C:3]=1[CH2:12][CH2:13][NH2:14], predict the reactants needed to synthesize it. The reactants are: [Cl:1][C:2]1[CH:7]=[C:6]([C:8]([F:11])([F:10])[F:9])[CH:5]=[CH:4][C:3]=1/[CH:12]=[CH:13]/[N+:14]([O-])=O.[H-].[H-].[H-].[H-].[Li+].[Al+3].